This data is from Full USPTO retrosynthesis dataset with 1.9M reactions from patents (1976-2016). The task is: Predict the reactants needed to synthesize the given product. (1) Given the product [O:1]1[CH:5]=[CH:4][CH:3]=[C:2]1[C:6]1[C:11]([I:15])=[C:10]([S:12][CH3:13])[N:9]=[C:8]([NH2:14])[N:7]=1, predict the reactants needed to synthesize it. The reactants are: [O:1]1[CH:5]=[CH:4][CH:3]=[C:2]1[C:6]1[CH:11]=[C:10]([S:12][CH3:13])[N:9]=[C:8]([NH2:14])[N:7]=1.[I:15]N1C(=O)CCC1=O. (2) Given the product [CH3:1][O:2][C:3](=[O:14])[C:4]1[CH:9]=[CH:8][C:7]([N:15]2[CH2:21][CH2:20][CH2:19][CH:16]2[CH2:17][OH:18])=[CH:6][C:5]=1[N+:11]([O-:13])=[O:12], predict the reactants needed to synthesize it. The reactants are: [CH3:1][O:2][C:3](=[O:14])[C:4]1[CH:9]=[CH:8][C:7](Cl)=[CH:6][C:5]=1[N+:11]([O-:13])=[O:12].[NH:15]1[CH2:21][CH2:20][CH2:19][C@H:16]1[CH2:17][OH:18].C(N(C(C)C)CC)(C)C.CN1CCCC1=O. (3) The reactants are: [CH:1]1([N:6]2[CH2:12][C:11]([F:14])([F:13])[C:10](=[O:15])[N:9]([CH3:16])[C:8]3[CH:17]=[N:18][C:19]([NH:21][C:22]4[C:30]([O:31][CH3:32])=[CH:29][C:25]([C:26](O)=[O:27])=[C:24]([F:33])[CH:23]=4)=[N:20][C:7]2=3)[CH2:5][CH2:4][CH2:3][CH2:2]1.[NH2:34][C@@H:35]1[CH2:40][CH2:39][CH2:38][N:37](C(OC(C)(C)C)=O)[CH2:36]1.C(O)(C(F)(F)F)=O. Given the product [CH:1]1([N:6]2[CH2:12][C:11]([F:14])([F:13])[C:10](=[O:15])[N:9]([CH3:16])[C:8]3[CH:17]=[N:18][C:19]([NH:21][C:22]4[C:30]([O:31][CH3:32])=[CH:29][C:25]([C:26]([NH:34][C@@H:35]5[CH2:40][CH2:39][CH2:38][NH:37][CH2:36]5)=[O:27])=[C:24]([F:33])[CH:23]=4)=[N:20][C:7]2=3)[CH2:5][CH2:4][CH2:3][CH2:2]1, predict the reactants needed to synthesize it. (4) Given the product [C:11]1([C:8]2[S:9][CH:10]=[C:6]([C:4](=[O:5])[CH3:18])[N:7]=2)[CH:16]=[CH:15][CH:14]=[CH:13][CH:12]=1, predict the reactants needed to synthesize it. The reactants are: CON(C)[C:4]([C:6]1[N:7]=[C:8]([C:11]2[CH:16]=[CH:15][CH:14]=[CH:13][CH:12]=2)[S:9][CH:10]=1)=[O:5].[CH3:18][Mg]Br.